Dataset: Reaction yield outcomes from USPTO patents with 853,638 reactions. Task: Predict the reaction yield, written as a fraction of the theoretical maximum amount of product (1.0 means a 100% yield; for example, 0.34 means a 34% yield). (1) The product is [CH3:12][C@@H:4]1[CH2:3][C@H:2]([O:1][S:14]([CH3:13])(=[O:16])=[O:15])[CH2:6][C@@H:5]1[C:7]([O:9][CH2:10][CH3:11])=[O:8]. The yield is 0.930. The catalyst is C(Cl)Cl. The reactants are [OH:1][C@@H:2]1[CH2:6][C@H:5]([C:7]([O:9][CH2:10][CH3:11])=[O:8])[C@H:4]([CH3:12])[CH2:3]1.[CH3:13][S:14](Cl)(=[O:16])=[O:15]. (2) The reactants are [ClH:1].[CH3:2][C:3]1[CH:8]=[C:7]([C:9]2[N:13](C3CCCCO3)[CH:12]=[N:11][N:10]=2)[CH:6]=[CH:5][C:4]=1[C:20]1[N:25]=[C:24]2[NH:26][C:27](=[O:30])[CH2:28][NH:29][C:23]2=[N:22][CH:21]=1. The catalyst is C(O)C. The product is [ClH:1].[CH3:2][C:3]1[CH:8]=[C:7]([C:9]2[NH:13][CH:12]=[N:11][N:10]=2)[CH:6]=[CH:5][C:4]=1[C:20]1[N:25]=[C:24]2[NH:26][C:27](=[O:30])[CH2:28][NH:29][C:23]2=[N:22][CH:21]=1. The yield is 0.940. (3) The reactants are [OH:1][CH2:2][CH2:3][CH2:4][O:5][C:6]1[CH:11]=[CH:10][C:9]([C:12]2[CH:17]=[CH:16][N:15]([CH2:18][CH2:19][C:20]([CH3:35])([S:31]([CH3:34])(=[O:33])=[O:32])[C:21]([NH:23][O:24]C3CCCCO3)=[O:22])[C:14](=[O:36])[CH:13]=2)=[CH:8][CH:7]=1.Cl. The catalyst is O1CCOCC1.CO. The product is [OH:24][NH:23][C:21](=[O:22])[C:20]([CH3:35])([S:31]([CH3:34])(=[O:33])=[O:32])[CH2:19][CH2:18][N:15]1[CH:16]=[CH:17][C:12]([C:9]2[CH:10]=[CH:11][C:6]([O:5][CH2:4][CH2:3][CH2:2][OH:1])=[CH:7][CH:8]=2)=[CH:13][C:14]1=[O:36]. The yield is 0.201. (4) The reactants are NC1N=C(C2C(Cl)=CC3COCC4C=3C=2C=CC=4)N=C(SCCC(O)=O)N=1.Cl.[NH2:29][CH2:30][C:31]#[N:32].[NH2:33][C:34]1[N:39]=[C:38]([C:40]2[C:41]([Cl:53])=[CH:42][C:43]3[CH2:44][O:45][CH2:46][C:47]4[C:52]=3[C:51]=2[CH:50]=[CH:49][CH:48]=4)[N:37]=[C:36]([S:54][CH2:55][C:56]([OH:58])=[O:57])[N:35]=1. No catalyst specified. The product is [NH2:33][C:34]1[N:39]=[C:38]([C:40]2[C:41]([Cl:53])=[CH:42][C:43]3[CH2:44][O:45][CH2:46][C:47]4[C:52]=3[C:51]=2[CH:50]=[CH:49][CH:48]=4)[N:37]=[C:36]([S:54][CH2:55][C:56]([NH:32][CH2:31][C:30]#[N:29])=[O:57])[N:35]=1.[NH2:33][C:34]1[N:39]=[C:38]([C:40]2[C:41]([Cl:53])=[CH:42][C:43]3[CH2:44][O:45][CH2:46][C:47]4[C:52]=3[C:51]=2[CH:50]=[CH:49][CH:48]=4)[N:37]=[C:36]([S:54][CH2:55][C:56]([OH:58])=[O:57])[N:35]=1. The yield is 0.550. (5) The reactants are [Cl:1][C:2]1[C:7]([O:8]C)=[CH:6][C:5]([NH:10][C:11](=[O:21])[C:12]2[CH:17]=[CH:16][C:15]([O:18]C)=[C:14]([F:20])[CH:13]=2)=[C:4]([O:22]C)[CH:3]=1. The catalyst is C(Cl)Cl. The product is [Cl:1][C:2]1[C:7]([OH:8])=[CH:6][C:5]([NH:10][C:11](=[O:21])[C:12]2[CH:17]=[CH:16][C:15]([OH:18])=[C:14]([F:20])[CH:13]=2)=[C:4]([OH:22])[CH:3]=1. The yield is 0.910. (6) The reactants are [O:1]1[C:9]2[CH:8]=[CH:7][N:6]=[CH:5][C:4]=2[CH:3]=[CH:2]1. The catalyst is C(O)(=O)C.[C].[Pd]. The product is [O:1]1[C:9]2[CH:8]=[CH:7][N:6]=[CH:5][C:4]=2[CH2:3][CH2:2]1. The yield is 0.720. (7) The reactants are [C:1]([CH2:3][O:4][C:5]1[CH:6]=[C:7]2[C:12](=[CH:13][CH:14]=1)[N:11]=[C:10]([CH2:15][CH:16]([CH3:18])[CH3:17])[C:9]([CH2:19][NH:20][C:21](=[O:27])[O:22][C:23]([CH3:26])([CH3:25])[CH3:24])=[C:8]2[C:28]1[CH:33]=[CH:32][C:31]([CH3:34])=[CH:30][CH:29]=1)#[N:2].[Cl-].O[NH3+].[C:38](=[O:41])([O-])[O-:39].[Na+].[Na+].C(N1C=CN=C1)([N:46]1C=CN=C1)=O. The catalyst is O.C(O)C. The product is [CH2:15]([C:10]1[C:9]([CH2:19][NH:20][C:21](=[O:27])[O:22][C:23]([CH3:26])([CH3:25])[CH3:24])=[C:8]([C:28]2[CH:33]=[CH:32][C:31]([CH3:34])=[CH:30][CH:29]=2)[C:7]2[C:12](=[CH:13][CH:14]=[C:5]([O:4][CH2:3][C:1]3[NH:46][C:38](=[O:41])[O:39][N:2]=3)[CH:6]=2)[N:11]=1)[CH:16]([CH3:17])[CH3:18]. The yield is 0.350.